This data is from Full USPTO retrosynthesis dataset with 1.9M reactions from patents (1976-2016). The task is: Predict the reactants needed to synthesize the given product. (1) Given the product [NH2:22][C:23]1([CH2:29][C:30]([O:32][CH3:33])=[O:31])[CH2:28][CH2:27][N:15]([C:13]([O:12][C:8]([CH3:11])([CH3:10])[CH3:9])=[O:14])[CH2:25][CH2:24]1, predict the reactants needed to synthesize it. The reactants are: O1CCC(=O)CC1.[C:8]([O:12][C:13]([N:15]1CCC(=O)CC1)=[O:14])([CH3:11])([CH3:10])[CH3:9].[NH2:22][C:23]1([CH2:29][C:30]([O:32][CH3:33])=[O:31])[CH2:28][CH2:27]O[CH2:25][CH2:24]1. (2) Given the product [CH3:23][N:4]([C:5]([C:7]1[C:11]2[CH2:12][NH:13][CH2:14][CH2:15][C:10]=2[NH:9][N:8]=1)=[O:6])[N:2]([CH3:1])[CH3:3], predict the reactants needed to synthesize it. The reactants are: [CH3:1][N:2]([N:4]([CH3:23])[C:5]([C:7]1[C:11]2[CH2:12][N:13](C(OC(C)(C)C)=O)[CH2:14][CH2:15][C:10]=2[NH:9][N:8]=1)=[O:6])[CH3:3].C(O)(C(F)(F)F)=O. (3) Given the product [F:21][CH:2]([F:1])[C:3]1[C:7]([S:8]([C@:11]([CH:14]2[CH2:19][CH2:18][N:17]([C:29]([NH:28][C:22]3[CH:23]=[CH:24][O:35][N:34]=3)=[O:31])[CH2:16][CH2:15]2)([F:13])[CH3:12])(=[O:9])=[O:10])=[CH:6][N:5]([CH3:20])[N:4]=1, predict the reactants needed to synthesize it. The reactants are: [F:1][CH:2]([F:21])[C:3]1[C:7]([S:8]([C@:11]([CH:14]2[CH2:19][CH2:18][NH:17][CH2:16][CH2:15]2)([F:13])[CH3:12])(=[O:10])=[O:9])=[CH:6][N:5]([CH3:20])[N:4]=1.[C:22]1([NH:28][C:29](=[O:31])O)C=CC=[CH:24][CH:23]=1.NC1C=C[O:35][N:34]=1. (4) Given the product [F:21][C:20]([F:23])([F:22])[C:17]1[CH:18]=[C:19]2[C:14]([CH2:13][CH2:12][N:11]2[C:4]2[N:3]=[C:2]([NH:24][C@H:25]3[CH2:30][CH2:29][C@H:28]([NH2:31])[CH2:27][CH2:26]3)[N:10]=[C:9]3[C:5]=2[N:6]=[CH:7][NH:8]3)=[CH:15][CH:16]=1, predict the reactants needed to synthesize it. The reactants are: Cl[C:2]1[N:10]=[C:9]2[C:5]([N:6]=[CH:7][NH:8]2)=[C:4]([N:11]2[C:19]3[C:14](=[CH:15][CH:16]=[C:17]([C:20]([F:23])([F:22])[F:21])[CH:18]=3)[CH2:13][CH2:12]2)[N:3]=1.[NH2:24][C@H:25]1[CH2:30][CH2:29][C@H:28]([NH2:31])[CH2:27][CH2:26]1. (5) Given the product [CH3:29][N:6]1[CH2:7][CH2:8][CH:9]2[CH2:1][N:2]([C:10]3[C:11]4[CH2:21][CH2:20][CH2:19][C:18]5[CH:22]=[CH:23][CH:24]=[CH:25][C:17]=5[C:12]=4[N:13]=[C:14]([NH2:16])[N:15]=3)[CH2:3][CH:4]2[CH2:5]1, predict the reactants needed to synthesize it. The reactants are: [CH2:1]1[CH:9]2[CH:4]([CH2:5][NH:6][CH2:7][CH2:8]2)[CH2:3][N:2]1[C:10]1[C:11]2[CH2:21][CH2:20][CH2:19][C:18]3[CH:22]=[CH:23][CH:24]=[CH:25][C:17]=3[C:12]=2[N:13]=[C:14]([NH2:16])[N:15]=1.C=O.[BH3-][C:29]#N.[Na+].Cl. (6) Given the product [N+:18]([C:21]1[CH:22]=[C:23]([C:27]2[O:31][C:30]([CH:32]=[C:6]3[S:5][C:4](=[S:7])[N:3]([NH:8][C:9]4[CH:17]=[CH:16][CH:15]=[CH:14][C:10]=4[C:11]([OH:13])=[O:12])[C:2]3=[O:1])=[CH:29][CH:28]=2)[CH:24]=[CH:25][CH:26]=1)([O-:20])=[O:19], predict the reactants needed to synthesize it. The reactants are: [O:1]=[C:2]1[CH2:6][S:5][C:4](=[S:7])[N:3]1[NH:8][C:9]1[CH:17]=[CH:16][CH:15]=[CH:14][C:10]=1[C:11]([OH:13])=[O:12].[N+:18]([C:21]1[CH:22]=[C:23]([C:27]2[O:31][C:30]([CH:32]=O)=[CH:29][CH:28]=2)[CH:24]=[CH:25][CH:26]=1)([O-:20])=[O:19].C(O)(=O)C.C(O)(=O)C.C(N)CN.S([O-])(O)=O.[Na+]. (7) Given the product [CH:1]1([NH:4][C:5](=[O:26])[C:6]2[CH:11]=[CH:10][C:9]([CH3:12])=[C:8]([N:13]([C:14]3[CH:15]=[C:16]4[C:20](=[CH:21][CH:22]=3)[C:19](=[O:23])[C:18]([CH3:24])([CH3:25])[CH2:17]4)[CH2:53][CH2:52][CH2:51][O:50][CH:45]3[CH2:46][CH2:47][CH2:48][CH2:49][O:44]3)[CH:7]=2)[CH2:2][CH2:3]1, predict the reactants needed to synthesize it. The reactants are: [CH:1]1([NH:4][C:5](=[O:26])[C:6]2[CH:11]=[CH:10][C:9]([CH3:12])=[C:8]([NH:13][C:14]3[CH:15]=[C:16]4[C:20](=[CH:21][CH:22]=3)[C:19](=[O:23])[C:18]([CH3:25])([CH3:24])[CH2:17]4)[CH:7]=2)[CH2:3][CH2:2]1.[H-].[Na+].C1OCCOCCOCCOCCOC1.[O:44]1[CH2:49][CH2:48][CH2:47][CH2:46][CH:45]1[O:50][CH2:51][CH2:52][CH2:53]Br. (8) Given the product [CH:1]1([N:7]2[CH2:13][C@@H:12]([NH:14][C:15](=[O:20])[C:16]([F:17])([F:18])[F:19])[C:11](=[O:21])[N:10]([CH2:33][C:34](=[O:39])[C:35]([CH3:38])([CH3:37])[CH3:36])[C:9]3[CH:22]=[CH:23][CH:24]=[CH:25][C:8]2=3)[CH2:2][CH2:3][CH2:4][CH2:5][CH2:6]1, predict the reactants needed to synthesize it. The reactants are: [CH:1]1([N:7]2[CH2:13][C@@H:12]([NH:14][C:15](=[O:20])[C:16]([F:19])([F:18])[F:17])[C:11](=[O:21])[NH:10][C:9]3[CH:22]=[CH:23][CH:24]=[CH:25][C:8]2=3)[CH2:6][CH2:5][CH2:4][CH2:3][CH2:2]1.C(=O)([O-])[O-].[K+].[K+].Br[CH2:33][C:34](=[O:39])[C:35]([CH3:38])([CH3:37])[CH3:36].O. (9) Given the product [CH2:13]([O:12][C:6]1[C:7]([O:10][CH3:11])=[C:8]([CH3:9])[C:3]([CH2:2][NH:29][C:30]2[C:35]([Cl:36])=[C:34]([CH3:37])[N:33]=[C:32]([CH3:38])[N:31]=2)=[N:4][CH:5]=1)[C:14]1[CH:19]=[CH:18][CH:17]=[CH:16][CH:15]=1, predict the reactants needed to synthesize it. The reactants are: O[CH2:2][C:3]1[C:8]([CH3:9])=[C:7]([O:10][CH3:11])[C:6]([O:12][CH2:13][C:14]2[CH:19]=[CH:18][CH:17]=[CH:16][CH:15]=2)=[CH:5][N:4]=1.S(Cl)(Cl)=O.C(=O)(O)[O-].[Na+].[NH2:29][C:30]1[C:35]([Cl:36])=[C:34]([CH3:37])[N:33]=[C:32]([CH3:38])[N:31]=1.[H-].[Na+]. (10) The reactants are: [CH:1]1([CH2:4][NH:5][CH:6]2[CH2:11][CH2:10][N:9]([C:12]([O:14][CH2:15][C:16]3[CH:21]=[CH:20][CH:19]=[CH:18][CH:17]=3)=[O:13])[CH2:8][CH2:7]2)[CH2:3][CH2:2]1.C(N(CC)CC)C.[C:29](O[C:29]([O:31][C:32]([CH3:35])([CH3:34])[CH3:33])=[O:30])([O:31][C:32]([CH3:35])([CH3:34])[CH3:33])=[O:30]. Given the product [C:32]([O:31][C:29]([N:5]([CH2:4][CH:1]1[CH2:3][CH2:2]1)[CH:6]1[CH2:11][CH2:10][N:9]([C:12]([O:14][CH2:15][C:16]2[CH:21]=[CH:20][CH:19]=[CH:18][CH:17]=2)=[O:13])[CH2:8][CH2:7]1)=[O:30])([CH3:35])([CH3:34])[CH3:33], predict the reactants needed to synthesize it.